From a dataset of Forward reaction prediction with 1.9M reactions from USPTO patents (1976-2016). Predict the product of the given reaction. (1) Given the reactants [F:1][C:2]1[C:7]([F:8])=[CH:6][CH:5]=[CH:4][C:3]=1[OH:9].C(N)(C)C.C1C(=O)N([Br:21])C(=O)C1, predict the reaction product. The product is: [Br:21][C:4]1[C:3]([OH:9])=[C:2]([F:1])[C:7]([F:8])=[CH:6][CH:5]=1. (2) Given the reactants [NH2:1][C:2]1[CH:11]=[C:10]([Br:12])[CH:9]=[CH:8][C:3]=1[C:4]([O:6][CH3:7])=[O:5].C(N(CC)CC)C.C(Cl)Cl.Cl[CH2:24][CH2:25][CH2:26][S:27](Cl)(=[O:29])=[O:28], predict the reaction product. The product is: [Br:12][C:10]1[CH:9]=[CH:8][C:3]([C:4]([O:6][CH3:7])=[O:5])=[C:2]([N:1]2[CH2:24][CH2:25][CH2:26][S:27]2(=[O:29])=[O:28])[CH:11]=1. (3) Given the reactants [CH2:1]([N:8]1[C:12](=[O:13])[C:11](=[O:14])[CH:10](C)[NH:9]1)[C:2]1[CH:7]=[CH:6][CH:5]=[CH:4][CH:3]=1.C(N1C(=O)C(=O)C(C2C=CC=CC=2)N1)C1C=CC=CC=1.C(N1C(=O)C(=O)C(C2C=CC(C)=CC=2)N1)C1C=CC=CC=1.C(N1C(=O)C(=O)C(C2C=CC=C(OC)C=2)N1)C1C=CC=CC=1.C(N1C(=O)C(=O)C(C2C=CC(OC)=CC=2)N1)C1C=CC=CC=1.C(N1C(=O)C(=O)C(C2C=CC=C([N+]([O-])=O)C=2)N1)C1C=CC=CC=1, predict the reaction product. The product is: [CH2:1]([N:8]1[C:12](=[O:13])[C:11](=[O:14])[CH2:10][NH:9]1)[C:2]1[CH:3]=[CH:4][CH:5]=[CH:6][CH:7]=1. (4) Given the reactants [Cl:1][C:2]1[C:3]2[C:13]([N+:14]([O-:16])=[O:15])=[C:12]([OH:17])[C:11]([O:18]C)=[CH:10][C:4]=2[S:5][C:6]=1[C:7]([OH:9])=[O:8].N1C=CC=CC=1.[Cl-].[Cl-].[Cl-].[Al+3].Cl, predict the reaction product. The product is: [Cl:1][C:2]1[C:3]2[C:13]([N+:14]([O-:16])=[O:15])=[C:12]([OH:17])[C:11]([OH:18])=[CH:10][C:4]=2[S:5][C:6]=1[C:7]([OH:9])=[O:8]. (5) Given the reactants [CH:1]1([C@:4]2([OH:12])[CH2:8][CH2:7][NH:6][C@H:5]2[CH:9]([CH3:11])C)[CH2:3][CH2:2]1.F[C:14]1[CH:21]=[CH:20][C:17]([C:18]#[N:19])=[C:16]([O:22][CH3:23])[CH:15]=1.C(=O)([O-])[O-].[Li+].[Li+], predict the reaction product. The product is: [CH:1]1([C@:4]2([OH:12])[CH2:8][CH2:7][N:6]([C:14]3[CH:21]=[CH:20][C:17]([C:18]#[N:19])=[C:16]([O:22][CH3:23])[CH:15]=3)[C@H:5]2[CH2:9][CH3:11])[CH2:2][CH2:3]1.